Task: Predict the reaction yield, written as a fraction of the theoretical maximum amount of product (1.0 means a 100% yield; for example, 0.34 means a 34% yield).. Dataset: Reaction yield outcomes from USPTO patents with 853,638 reactions (1) The reactants are [O:1]1[CH2:6][C:5](=O)[NH:4][C:3]2[N:8]=[CH:9][CH:10]=[CH:11][C:2]1=2.[H-].[H-].[H-].[H-].[Li+].[Al+3]. The catalyst is C1COCC1. The product is [O:1]1[CH2:6][CH2:5][NH:4][C:3]2[N:8]=[CH:9][CH:10]=[CH:11][C:2]1=2. The yield is 0.790. (2) The reactants are [CH3:1][O:2][C:3]1[C:12]([CH3:13])=[C:11]2[C:6]([C:7]([O:27][CH2:28][CH2:29][C@@H:30]3[NH:44][C:43](=[O:45])[N:42]([CH3:46])[CH2:41][CH2:40][CH2:39][CH2:38][CH:37]=[CH:36][C@H:35]4[C@@:33]([C:47]([O:49]CC)=[O:48])([CH2:34]4)[NH:32][C:31]3=[O:52])=[CH:8][C:9]([C:14]3[CH:15]=[N:16][N:17]([CH2:19][CH2:20][N:21]4[CH2:26][CH2:25][O:24][CH2:23][CH2:22]4)[CH:18]=3)=[N:10]2)=[CH:5][CH:4]=1.C(C1N=C(C2C=C(OCC[C@@H]3NC(=O)N(C)CCCCC=C[C@H]4[C@@](C(O)=O)(C4)NC3=O)C3C(=C(C)C(OC)=CC=3)N=2)SC=1)(C)C. No catalyst specified. The product is [O:24]1[CH2:23][CH2:22][N:21]([CH2:20][CH2:19][N:17]2[CH:18]=[C:14]([C:9]3[CH:8]=[C:7]([O:27][CH2:28][CH2:29][C@@H:30]4[NH:44][C:43](=[O:45])[N:42]([CH3:46])[CH2:41][CH2:40][CH2:39][CH2:38][CH:37]=[CH:36][C@H:35]5[C@@:33]([C:47]([OH:49])=[O:48])([CH2:34]5)[NH:32][C:31]4=[O:52])[C:6]4[C:11](=[C:12]([CH3:13])[C:3]([O:2][CH3:1])=[CH:4][CH:5]=4)[N:10]=3)[CH:15]=[N:16]2)[CH2:26][CH2:25]1. The yield is 0.240.